This data is from Reaction yield outcomes from USPTO patents with 853,638 reactions. The task is: Predict the reaction yield, written as a fraction of the theoretical maximum amount of product (1.0 means a 100% yield; for example, 0.34 means a 34% yield). (1) The reactants are [N:1]1[CH:6]=[CH:5][CH:4]=[CH:3][C:2]=1[C@H:7]1[CH2:11][CH2:10][C@H:9](O)[CH2:8]1.[C:13]1(=[O:23])[NH:17][C:16](=[O:18])[C:15]2=[CH:19][CH:20]=[CH:21][CH:22]=[C:14]12.C(C=P(CCCC)(CCCC)CCCC)#N. The catalyst is C1COCC1. The product is [N:1]1[CH:6]=[CH:5][CH:4]=[CH:3][C:2]=1[C@@H:7]1[CH2:11][CH2:10][C@H:9]([N:17]2[C:16](=[O:18])[C:15]3=[CH:19][CH:20]=[CH:21][CH:22]=[C:14]3[C:13]2=[O:23])[CH2:8]1. The yield is 0.530. (2) The reactants are [CH3:1][S:2][C:3]1[O:4][C:5]2[CH:11]=[CH:10][CH:9]=[CH:8][C:6]=2[N:7]=1.F[B-](F)(F)F.[CH3:17][O+](C)C. The catalyst is ClCCl. The product is [CH3:1][S:2][CH:3]1[N:7]([CH3:17])[C:6]2[CH:8]=[CH:9][CH:10]=[CH:11][C:5]=2[O:4]1. The yield is 0.900. (3) The reactants are [C:1]([O:5][C:6]([N:8]1[C:16]2[C:11](=[CH:12][C:13]([CH:17]([C:19]3([CH2:31][CH2:32][CH3:33])[CH2:23][CH2:22][CH2:21][N:20]3[C:24]([O:26][C:27]([CH3:30])([CH3:29])[CH3:28])=[O:25])[OH:18])=[CH:14][CH:15]=2)[CH:10]=[CH:9]1)=[O:7])([CH3:4])([CH3:3])[CH3:2]. The catalyst is C(Cl)Cl. The product is [C:1]([O:5][C:6]([N:8]1[C:16]2[C:11](=[CH:12][C:13]([C:17]([C:19]3([CH2:31][CH2:32][CH3:33])[CH2:23][CH2:22][CH2:21][N:20]3[C:24]([O:26][C:27]([CH3:30])([CH3:29])[CH3:28])=[O:25])=[O:18])=[CH:14][CH:15]=2)[CH:10]=[CH:9]1)=[O:7])([CH3:4])([CH3:3])[CH3:2]. The yield is 0.290. (4) The reactants are [Cl:1][C:2]1[CH:3]=[C:4]([CH:8]([OH:12])[CH2:9][CH2:10][I:11])[CH:5]=[CH:6][CH:7]=1.ClCCC(C1C=CC=C(Cl)C=1)O.[I-].[Na+]. No catalyst specified. The product is [Cl:1][C:2]1[CH:3]=[C:4]([C@H:8]([OH:12])[CH2:9][CH2:10][I:11])[CH:5]=[CH:6][CH:7]=1. The yield is 0.940. (5) The reactants are [NH2:1][C:2]1[C:11]([F:12])=[CH:10][C:9](Br)=[CH:8][C:3]=1[C:4]([NH:6][CH3:7])=[O:5].Br.[C:15]1([CH3:21])[CH:20]=CC=CC=1.C(O)C.C(=O)([O-])[O-].[Na+].[Na+].[CH3:31][N:32]1C=C(B2OC(C)(C)C(C)(C)O2)C=[N:33]1.NC1C(F)=CC(C2C=NN(C)C=2)=CC=1C(NC)=O.CN1CCCC1=O.C(N(CC)C(C)C)(C)C.[Cl:80][C:81]1[N:86]=[C:85](Cl)[C:84]([Cl:88])=[CH:83][N:82]=1. The catalyst is O.C(Cl)Cl.C1C=CC([P]([Pd]([P](C2C=CC=CC=2)(C2C=CC=CC=2)C2C=CC=CC=2)([P](C2C=CC=CC=2)(C2C=CC=CC=2)C2C=CC=CC=2)[P](C2C=CC=CC=2)(C2C=CC=CC=2)C2C=CC=CC=2)(C2C=CC=CC=2)C2C=CC=CC=2)=CC=1. The product is [Cl:80][C:81]1[N:86]=[C:85]([NH:1][C:2]2[C:11]([F:12])=[CH:10][C:9]([C:15]3[CH:20]=[N:33][N:32]([CH3:31])[CH:21]=3)=[CH:8][C:3]=2[C:4]([NH:6][CH3:7])=[O:5])[C:84]([Cl:88])=[CH:83][N:82]=1. The yield is 0.450. (6) The reactants are [NH:1]1[C:5]2[CH:6]=[CH:7][C:8]([C:10]([OH:12])=O)=[CH:9][C:4]=2[N:3]=[CH:2]1.[CH3:13][C:14]1([CH3:28])[CH2:23][C@H:22]2[C@H:17]([CH2:18][CH2:19][CH2:20][NH:21]2)[C:16]2[CH:24]=[CH:25][CH:26]=[CH:27][C:15]1=2. No catalyst specified. The product is [NH:1]1[C:5]2[CH:6]=[CH:7][C:8]([C:10]([N:21]3[C@@H:22]4[C@@H:17]([C:16]5[CH:24]=[CH:25][CH:26]=[CH:27][C:15]=5[C:14]([CH3:28])([CH3:13])[CH2:23]4)[CH2:18][CH2:19][CH2:20]3)=[O:12])=[CH:9][C:4]=2[N:3]=[CH:2]1. The yield is 0.580. (7) The product is [C:1]([NH:9][C:10]1[S:11][C:12]([C:16]([OH:18])=[O:17])=[C:13]([CH3:15])[N:14]=1)(=[O:8])[C:2]1[CH:7]=[CH:6][CH:5]=[CH:4][CH:3]=1. The yield is 0.750. The reactants are [C:1]([NH:9][C:10]1[S:11][C:12]([C:16]([O:18]CC)=[O:17])=[C:13]([CH3:15])[N:14]=1)(=[O:8])[C:2]1[CH:7]=[CH:6][CH:5]=[CH:4][CH:3]=1.[OH-].[Li+].C(O)(=O)C. The catalyst is O1CCCC1.O.